Dataset: Full USPTO retrosynthesis dataset with 1.9M reactions from patents (1976-2016). Task: Predict the reactants needed to synthesize the given product. (1) Given the product [CH:1]1([N:4]([CH2:5][CH2:6][OH:7])[S:24]([C:20]2[C:21]([CH3:23])=[CH:22][C:17]([O:16][CH3:15])=[CH:18][C:19]=2[CH3:28])(=[O:26])=[O:25])[CH2:3][CH2:2]1, predict the reactants needed to synthesize it. The reactants are: [CH:1]1([NH:4][CH2:5][CH2:6][OH:7])[CH2:3][CH2:2]1.C(N(CC)CC)C.[CH3:15][O:16][C:17]1[CH:22]=[C:21]([CH3:23])[C:20]([S:24](Cl)(=[O:26])=[O:25])=[C:19]([CH3:28])[CH:18]=1. (2) Given the product [Cl:1][C:2]1[CH:3]=[C:4]([CH:18]=[C:19]([C:23]([F:26])([F:25])[F:24])[C:20]=1[OH:21])[C:5]([N:7]1[C:11]2[CH:12]=[CH:13][CH:14]=[CH:15][C:10]=2[S:9](=[O:17])(=[O:16])[CH2:8]1)=[O:6], predict the reactants needed to synthesize it. The reactants are: [Cl:1][C:2]1[CH:3]=[C:4]([CH:18]=[C:19]([C:23]([F:26])([F:25])[F:24])[C:20]=1[O:21]C)[C:5]([N:7]1[C:11]2[CH:12]=[CH:13][CH:14]=[CH:15][C:10]=2[S:9](=[O:17])(=[O:16])[CH2:8]1)=[O:6].[Cl-].[Li+].Cl.